Dataset: Forward reaction prediction with 1.9M reactions from USPTO patents (1976-2016). Task: Predict the product of the given reaction. Given the reactants [CH3:1][O:2][C:3]1[CH:12]=[C:11]([CH3:13])[CH:10]=[CH:9][C:4]=1[C:5]([O:7][CH3:8])=[O:6].C(OOC(=O)C1C=CC=CC=1)(=O)C1C=CC=CC=1.[Br:32]N1C(=O)CCC1=O, predict the reaction product. The product is: [Br:32][CH2:13][C:11]1[CH:10]=[CH:9][C:4]([C:5]([O:7][CH3:8])=[O:6])=[C:3]([O:2][CH3:1])[CH:12]=1.